From a dataset of Reaction yield outcomes from USPTO patents with 853,638 reactions. Predict the reaction yield, written as a fraction of the theoretical maximum amount of product (1.0 means a 100% yield; for example, 0.34 means a 34% yield). The reactants are [CH3:1][O:2][C:3]1[CH:8]=[CH:7][C:6]([CH2:9][C:10]#[N:11])=[CH:5][CH:4]=1.[C:12]1(=[O:18])[CH2:17][CH2:16][CH2:15][CH2:14][CH2:13]1.CO.O. The catalyst is CCCCCC.C(OCC)(=O)C. The product is [C:10]([CH:9]([C:6]1[CH:7]=[CH:8][C:3]([O:2][CH3:1])=[CH:4][CH:5]=1)[C:12]1([OH:18])[CH2:17][CH2:16][CH2:15][CH2:14][CH2:13]1)#[N:11]. The yield is 0.700.